This data is from Reaction yield outcomes from USPTO patents with 853,638 reactions. The task is: Predict the reaction yield, written as a fraction of the theoretical maximum amount of product (1.0 means a 100% yield; for example, 0.34 means a 34% yield). (1) The reactants are Br[C:2]1[CH:3]=[C:4]([CH:7]=[CH:8][C:9]=1[F:10])[CH:5]=[O:6].[S:11]1[CH:15]=[CH:14][CH:13]=[C:12]1B(O)O.C(=O)([O-])[O-].[Na+].[Na+].O. The catalyst is COCCOC.[Pd].C1(P(C2C=CC=CC=2)C2C=CC=CC=2)C=CC=CC=1.C1(P(C2C=CC=CC=2)C2C=CC=CC=2)C=CC=CC=1.C1(P(C2C=CC=CC=2)C2C=CC=CC=2)C=CC=CC=1.C1(P(C2C=CC=CC=2)C2C=CC=CC=2)C=CC=CC=1. The product is [F:10][C:9]1[CH:8]=[CH:7][C:4]([CH:5]=[O:6])=[CH:3][C:2]=1[C:12]1[S:11][CH:15]=[CH:14][CH:13]=1. The yield is 0.950. (2) The reactants are F[CH2:2][CH2:3][CH2:4][O:5][C:6]1[CH:14]=[C:13]2[C:9]([CH2:10][C:11]3([CH2:20][CH2:19][C:18](=[O:21])[CH2:17][CH2:16]3)[C:12]2=[O:15])=[CH:8][CH:7]=1.[CH2:22](OC1C=C2C(CCC2=O)=CC=1)C(C)C.C(OC)(=O)C=C. The product is [CH2:4]([O:5][C:6]1[CH:14]=[C:13]2[C:9]([CH2:10][C:11]3([CH2:20][CH2:19][C:18](=[O:21])[CH2:17][CH2:16]3)[C:12]2=[O:15])=[CH:8][CH:7]=1)[CH:3]([CH3:22])[CH3:2]. No catalyst specified. The yield is 0.720. (3) The reactants are [Br:1][C:2]1[CH:3]=[C:4]([NH2:9])[C:5]([CH3:8])=[N:6][CH:7]=1.[C:10](N1C=CN=C1)(N1C=CN=C1)=[O:11].Cl.[F:23][C:24]1([F:28])[CH2:27][NH:26][CH2:25]1. The catalyst is C(Cl)Cl. The product is [Br:1][C:2]1[CH:3]=[C:4]([NH:9][C:10]([N:26]2[CH2:27][C:24]([F:28])([F:23])[CH2:25]2)=[O:11])[C:5]([CH3:8])=[N:6][CH:7]=1. The yield is 0.190. (4) The reactants are [OH:1][C:2]1[CH:7]=[CH:6][C:5]([N+:8]([O-:10])=[O:9])=[CH:4][N:3]=1.S([O-])([O-])(=O)=O.[Na+].[Na+].[F:18][C:19]([F:27])(S(F)(=O)=O)C(O)=O. The catalyst is C(#N)C. The product is [F:18][CH:19]([F:27])[O:1][C:2]1[CH:7]=[CH:6][C:5]([N+:8]([O-:10])=[O:9])=[CH:4][N:3]=1. The yield is 0.490. (5) The reactants are [F:1][C:2]1[CH:7]=[C:6]([N+:8]([O-:10])=[O:9])[CH:5]=[C:4](I)[CH:3]=1.[I-].[CH3:13][S:14]([O-:16])=[O:15].[Na+].C(OCC)(=O)C. The catalyst is CN(C=O)C.O. The product is [F:1][C:2]1[CH:7]=[C:6]([N+:8]([O-:10])=[O:9])[CH:5]=[C:4]([S:14]([CH3:13])(=[O:16])=[O:15])[CH:3]=1. The yield is 0.650. (6) The reactants are [C:1]([O:5][C:6]([N:8]1[CH2:13][CH2:12][CH:11]([NH:14][C:15]2[CH:20]=[CH:19][C:18]([C:21]([O:23][CH2:24][CH:25]=[CH2:26])=[O:22])=[CH:17][C:16]=2[NH:27][C:28](=[O:31])[CH2:29]Br)[CH2:10][CH2:9]1)=[O:7])([CH3:4])([CH3:3])[CH3:2].C(N(C(C)C)C(C)C)C. The catalyst is C1(C)C=CC=CC=1. The product is [CH2:24]([O:23][C:21]([C:18]1[CH:17]=[C:16]2[C:15](=[CH:20][CH:19]=1)[N:14]([CH:11]1[CH2:12][CH2:13][N:8]([C:6]([O:5][C:1]([CH3:4])([CH3:3])[CH3:2])=[O:7])[CH2:9][CH2:10]1)[CH2:29][C:28](=[O:31])[NH:27]2)=[O:22])[CH:25]=[CH2:26]. The yield is 0.520. (7) The reactants are [CH3:1][O:2][C:3](=[O:18])[CH2:4][C:5]1[C:14]2[C:9](=[CH:10][CH:11]=[C:12]([O:15][CH3:16])[N:13]=2)[N:8]=[CH:7][C:6]=1[Cl:17].[C:19](=O)([O-])[O-].[K+].[K+].C=O.C(OCC)(=O)C. The catalyst is C1CCCCC1.[Cl-].C([N+](CC)(CC)CC)C1C=CC=CC=1.O. The product is [Cl:17][C:6]1[CH:7]=[N:8][C:9]2[C:14]([C:5]=1[C:4](=[CH2:19])[C:3]([O:2][CH3:1])=[O:18])=[N:13][C:12]([O:15][CH3:16])=[CH:11][CH:10]=2. The yield is 0.890. (8) The reactants are [F:1][C:2]1[CH:17]=[CH:16][C:5]([CH2:6][NH:7][C:8]([C:10]2[S:11][CH:12]=[CH:13][C:14]=2[CH3:15])=[O:9])=[CH:4][CH:3]=1.C(NC(C1OC=CC=1C)=O)C1C=CC=CC=1.[Br:34]N1C(=O)CCC1=O. No catalyst specified. The product is [Br:34][C:12]1[S:11][C:10]([C:8]([NH:7][CH2:6][C:5]2[CH:16]=[CH:17][C:2]([F:1])=[CH:3][CH:4]=2)=[O:9])=[C:14]([CH3:15])[CH:13]=1. The yield is 0.870. (9) The reactants are [CH:1]1N=C[N:3]([C:6]([N:8]2C=N[CH:10]=[CH:9]2)=[O:7])[CH:2]=1.NCC1[CH:24]=[CH:23][C:22]2[C:17](=[CH:18][CH:19]=[CH:20][CH:21]=2)[CH:16]=1.NC1[CH:34]=[CH:33][C:29]([C:30]([OH:32])=[O:31])=[CH:28][CH:27]=1.[OH-].[Na+]. No catalyst specified. The product is [CH:16]1[C:17]2[C:22](=[CH:21][CH:20]=[CH:19][CH:18]=2)[CH:23]=[CH:24][C:10]=1[CH2:9][NH:8][C:6](=[O:7])[NH:3][CH2:2][C:1]1[CH:34]=[CH:33][C:29]([C:30]([OH:32])=[O:31])=[CH:28][CH:27]=1. The yield is 0.933. (10) The reactants are [CH3:1][O:2][C:3](=[O:23])[CH2:4][NH:5][C:6]([C:8]1[C:13]([OH:14])=[CH:12][C:11](OS(C(F)(F)F)(=O)=O)=[CH:10][N:9]=1)=[O:7].[Cl:24][C:25]1[CH:26]=[C:27](B(O)O)[CH:28]=[CH:29][CH:30]=1.[O-]P([O-])([O-])=O.[K+].[K+].[K+]. The catalyst is O1CCOCC1.C1C=CC(P(C2C=CC=CC=2)[C-]2C=CC=C2)=CC=1.C1C=CC(P(C2C=CC=CC=2)[C-]2C=CC=C2)=CC=1.Cl[Pd]Cl.[Fe+2]. The product is [CH3:1][O:2][C:3](=[O:23])[CH2:4][NH:5][C:6]([C:8]1[C:13]([OH:14])=[CH:12][C:11]([C:29]2[CH:28]=[CH:27][CH:26]=[C:25]([Cl:24])[CH:30]=2)=[CH:10][N:9]=1)=[O:7]. The yield is 0.530.